From a dataset of NCI-60 drug combinations with 297,098 pairs across 59 cell lines. Regression. Given two drug SMILES strings and cell line genomic features, predict the synergy score measuring deviation from expected non-interaction effect. (1) Drug 1: CCC(=C(C1=CC=CC=C1)C2=CC=C(C=C2)OCCN(C)C)C3=CC=CC=C3.C(C(=O)O)C(CC(=O)O)(C(=O)O)O. Drug 2: CCN(CC)CCNC(=O)C1=C(NC(=C1C)C=C2C3=C(C=CC(=C3)F)NC2=O)C. Cell line: KM12. Synergy scores: CSS=9.56, Synergy_ZIP=0.321, Synergy_Bliss=0.323, Synergy_Loewe=-26.3, Synergy_HSA=0.496. (2) Drug 1: CC1C(C(CC(O1)OC2CC(CC3=C2C(=C4C(=C3O)C(=O)C5=C(C4=O)C(=CC=C5)OC)O)(C(=O)CO)O)N)O.Cl. Drug 2: CC(C)NC(=O)C1=CC=C(C=C1)CNNC.Cl. Cell line: HS 578T. Synergy scores: CSS=11.8, Synergy_ZIP=5.29, Synergy_Bliss=15.0, Synergy_Loewe=15.0, Synergy_HSA=14.0. (3) Drug 2: C1CN1C2=NC(=NC(=N2)N3CC3)N4CC4. Drug 1: CC1=C(C(=CC=C1)Cl)NC(=O)C2=CN=C(S2)NC3=CC(=NC(=N3)C)N4CCN(CC4)CCO. Cell line: UACC62. Synergy scores: CSS=40.5, Synergy_ZIP=-0.865, Synergy_Bliss=-0.222, Synergy_Loewe=0.0102, Synergy_HSA=0.779. (4) Drug 1: CC12CCC3C(C1CCC2O)C(CC4=C3C=CC(=C4)O)CCCCCCCCCS(=O)CCCC(C(F)(F)F)(F)F. Drug 2: CC1C(C(CC(O1)OC2CC(CC3=C2C(=C4C(=C3O)C(=O)C5=C(C4=O)C(=CC=C5)OC)O)(C(=O)CO)O)N)O.Cl. Cell line: TK-10. Synergy scores: CSS=39.9, Synergy_ZIP=1.47, Synergy_Bliss=1.27, Synergy_Loewe=0.876, Synergy_HSA=3.35. (5) Drug 1: CC1=CC2C(CCC3(C2CCC3(C(=O)C)OC(=O)C)C)C4(C1=CC(=O)CC4)C. Drug 2: CC1CCCC2(C(O2)CC(NC(=O)CC(C(C(=O)C(C1O)C)(C)C)O)C(=CC3=CSC(=N3)C)C)C. Cell line: A498. Synergy scores: CSS=9.36, Synergy_ZIP=-2.48, Synergy_Bliss=2.96, Synergy_Loewe=3.38, Synergy_HSA=3.39.